Dataset: NCI-60 drug combinations with 297,098 pairs across 59 cell lines. Task: Regression. Given two drug SMILES strings and cell line genomic features, predict the synergy score measuring deviation from expected non-interaction effect. Drug 1: C1=NC(=NC(=O)N1C2C(C(C(O2)CO)O)O)N. Drug 2: CC1=C(N=C(N=C1N)C(CC(=O)N)NCC(C(=O)N)N)C(=O)NC(C(C2=CN=CN2)OC3C(C(C(C(O3)CO)O)O)OC4C(C(C(C(O4)CO)O)OC(=O)N)O)C(=O)NC(C)C(C(C)C(=O)NC(C(C)O)C(=O)NCCC5=NC(=CS5)C6=NC(=CS6)C(=O)NCCC[S+](C)C)O. Cell line: SK-MEL-5. Synergy scores: CSS=20.0, Synergy_ZIP=-3.98, Synergy_Bliss=6.34, Synergy_Loewe=-1.48, Synergy_HSA=4.21.